From a dataset of Catalyst prediction with 721,799 reactions and 888 catalyst types from USPTO. Predict which catalyst facilitates the given reaction. (1) Product: [F:1][C:2]1[C:11]([NH:12][S:13]([C:16]2[CH:17]=[CH:18][C:19]([OH:22])=[CH:20][CH:21]=2)(=[O:14])=[O:15])=[CH:10][C:5]2[B:6]([OH:9])[O:7][CH2:8][C:4]=2[CH:3]=1. Reactant: [F:1][C:2]1[C:11]([NH:12][S:13]([C:16]2[CH:21]=[CH:20][C:19]([O:22]C)=[CH:18][CH:17]=2)(=[O:15])=[O:14])=[CH:10][C:5]2[B:6]([OH:9])[O:7][CH2:8][C:4]=2[CH:3]=1.B(Br)(Br)Br. The catalyst class is: 2. (2) Reactant: [CH:1]([C:3]1[C:12]2[C:7](=[CH:8][CH:9]=[CH:10][CH:11]=2)[C:6]([C:13]([O:15][CH3:16])=[O:14])=[CH:5][CH:4]=1)=O.[NH2:17][OH:18]. Product: [OH:18][N:17]=[CH:1][C:3]1[C:12]2[C:7](=[CH:8][CH:9]=[CH:10][CH:11]=2)[C:6]([C:13]([O:15][CH3:16])=[O:14])=[CH:5][CH:4]=1. The catalyst class is: 5. (3) Product: [F:29][CH2:28][CH2:27][CH2:26][N:15]1[CH2:16][CH2:17][C:12]([C:3]2[CH:4]=[CH:5][CH:6]=[C:7]([C:8]([F:10])([F:11])[F:9])[C:2]=2[F:1])([OH:18])[CH2:13][CH2:14]1. The catalyst class is: 10. Reactant: [F:1][C:2]1[C:7]([C:8]([F:11])([F:10])[F:9])=[CH:6][CH:5]=[CH:4][C:3]=1[C:12]1([OH:18])[CH2:17][CH2:16][NH:15][CH2:14][CH2:13]1.C(=O)([O-])[O-].[K+].[K+].Br[CH2:26][CH2:27][CH2:28][F:29]. (4) Reactant: Br[C:2]1[CH:3]=[CH:4][C:5]([Cl:9])=[C:6]([CH3:8])[CH:7]=1.C([Li])(C)(C)C.[CH2:15]([C@@H:17]1[O:19][CH2:18]1)[Cl:16]. Product: [Cl:16][CH2:15][C@H:17]([OH:19])[CH2:18][C:2]1[CH:3]=[CH:4][C:5]([Cl:9])=[C:6]([CH3:8])[CH:7]=1. The catalyst class is: 133. (5) Reactant: [Br:1][C:2]1[CH:7]=[CH:6][C:5]([O:8][CH2:9][C:10]2([CH:18]=[CH2:19])[CH2:13][C:12](OC)([O:14]C)[CH2:11]2)=[C:4]([I:20])[CH:3]=1.Cl.C([O-])(O)=O.[Na+]. Product: [Br:1][C:2]1[CH:7]=[CH:6][C:5]([O:8][CH2:9][C:10]2([CH:18]=[CH2:19])[CH2:13][C:12](=[O:14])[CH2:11]2)=[C:4]([I:20])[CH:3]=1. The catalyst class is: 1. (6) Product: [Br-:1].[CH2:12]([C:9]1[CH:10]=[CH:11][C:6]([C:5]#[C:4][CH2:3][CH2:2][N+:16]2[CH:21]=[C:20]([CH3:22])[CH:19]=[C:18]([CH3:23])[CH:17]=2)=[CH:7][CH:8]=1)[CH2:13][CH2:14][CH3:15]. The catalyst class is: 10. Reactant: [Br:1][CH2:2][CH2:3][C:4]#[C:5][C:6]1[CH:11]=[CH:10][C:9]([CH2:12][CH2:13][CH2:14][CH3:15])=[CH:8][CH:7]=1.[N:16]1[CH:21]=[C:20]([CH3:22])[CH:19]=[C:18]([CH3:23])[CH:17]=1. (7) Reactant: [K+].[Br-].[CH3:3][C:4]1[S:8][CH:7]=[C:6](/[CH:9]=[C:10](/[C@H:12]2[O:30][C:28](=[O:29])[CH2:27][C@H:26]([OH:31])[C@@H:25]([CH3:32])[C:23](=[O:24])[C@H:22]([CH3:33])[C@@H:21]([OH:34])[C@@H:20]([CH3:35])[CH2:19][CH2:18][CH2:17][C@H:15]3O[C@H:14]3[CH2:13]2)\[CH3:11])[N:5]=1.CC1SC=C(/C=C(/[C@H]2OC(=O)C[C@H](O)C(C)(C)C(=O)[C@H](C)[C@@H](O)[C@@H](C)CCC[C@H]3O[C@H]3C2)\CO)N=1.CC1SC=C(/C=C/[C@H]2OC(=O)C[C@H](O)C(C)(C)C(=O)[C@H](C)[C@@H](O)[C@@H](C)CCC[C@H]3O[C@H]3C2)N=1. Product: [CH3:3][C:4]1[S:8][CH:7]=[C:6](/[CH:9]=[C:10](/[C@H:12]2[O:30][C:28](=[O:29])[CH2:27][C@H:26]([OH:31])[C@@H:25]([CH3:32])[C:23](=[O:24])[C@H:22]([CH3:33])[C@@H:21]([OH:34])[C@@H:20]([CH3:35])[CH2:19][CH2:18][CH2:17][CH:15]=[CH:14][CH2:13]2)\[CH3:11])[N:5]=1. The catalyst class is: 5. (8) Reactant: Br[C:2]1[CH:3]=[C:4]([NH2:9])[CH:5]=[N:6][C:7]=1[CH3:8].[F:10][C:11]1[CH:16]=[C:15](B(O)O)[CH:14]=[C:13]([F:20])[N:12]=1.C(Cl)Cl.C(=O)([O-])[O-].[Na+].[Na+]. Product: [F:10][C:11]1[CH:16]=[C:15]([C:2]2[C:7]([CH3:8])=[N:6][CH:5]=[C:4]([NH2:9])[CH:3]=2)[CH:14]=[C:13]([F:20])[N:12]=1. The catalyst class is: 438. (9) Reactant: C([O:3][C:4]([C:6]1([N:14]2[CH:18]=[C:17]([CH3:19])[N:16]=[CH:15]2)[CH2:11][CH2:10][C:9]([F:13])([F:12])[CH2:8][CH2:7]1)=O)C.[NH3:20]. Product: [F:12][C:9]1([F:13])[CH2:10][CH2:11][C:6]([N:14]2[CH:18]=[C:17]([CH3:19])[N:16]=[CH:15]2)([C:4]([NH2:20])=[O:3])[CH2:7][CH2:8]1. The catalyst class is: 5. (10) Reactant: [NH2:1][C@H:2]1[CH2:6][CH2:5][N:4]([C:7]([O:9][C:10]([CH3:13])([CH3:12])[CH3:11])=[O:8])[CH2:3]1.[CH3:14][C:15]([CH3:19])([CH3:18])[CH:16]=O.[H][H]. Product: [CH3:14][C:15]([CH3:19])([CH3:18])[CH2:16][NH:1][C@H:2]1[CH2:6][CH2:5][N:4]([C:7]([O:9][C:10]([CH3:13])([CH3:12])[CH3:11])=[O:8])[CH2:3]1. The catalyst class is: 29.